This data is from NCI-60 drug combinations with 297,098 pairs across 59 cell lines. The task is: Regression. Given two drug SMILES strings and cell line genomic features, predict the synergy score measuring deviation from expected non-interaction effect. (1) Drug 1: CC1=C(C=C(C=C1)NC2=NC=CC(=N2)N(C)C3=CC4=NN(C(=C4C=C3)C)C)S(=O)(=O)N.Cl. Drug 2: CCC(=C(C1=CC=CC=C1)C2=CC=C(C=C2)OCCN(C)C)C3=CC=CC=C3.C(C(=O)O)C(CC(=O)O)(C(=O)O)O. Cell line: OVCAR3. Synergy scores: CSS=2.65, Synergy_ZIP=0.453, Synergy_Bliss=3.30, Synergy_Loewe=1.72, Synergy_HSA=1.21. (2) Drug 1: CC12CCC3C(C1CCC2O)C(CC4=C3C=CC(=C4)O)CCCCCCCCCS(=O)CCCC(C(F)(F)F)(F)F. Drug 2: CC12CCC3C(C1CCC2OP(=O)(O)O)CCC4=C3C=CC(=C4)OC(=O)N(CCCl)CCCl.[Na+]. Cell line: COLO 205. Synergy scores: CSS=38.8, Synergy_ZIP=6.54, Synergy_Bliss=7.03, Synergy_Loewe=3.51, Synergy_HSA=3.34. (3) Drug 1: C1CCC(CC1)NC(=O)N(CCCl)N=O. Drug 2: C1=NC2=C(N=C(N=C2N1C3C(C(C(O3)CO)O)O)F)N. Cell line: LOX IMVI. Synergy scores: CSS=37.1, Synergy_ZIP=-2.11, Synergy_Bliss=-0.0150, Synergy_Loewe=-4.65, Synergy_HSA=-2.32. (4) Drug 2: CN(CCCl)CCCl.Cl. Cell line: UACC62. Synergy scores: CSS=21.2, Synergy_ZIP=-6.57, Synergy_Bliss=-6.40, Synergy_Loewe=-7.34, Synergy_HSA=-7.00. Drug 1: C1CCC(CC1)NC(=O)N(CCCl)N=O. (5) Drug 1: CN(CCCl)CCCl.Cl. Drug 2: CN(C(=O)NC(C=O)C(C(C(CO)O)O)O)N=O. Cell line: HS 578T. Synergy scores: CSS=1.93, Synergy_ZIP=-0.547, Synergy_Bliss=-1.87, Synergy_Loewe=0.335, Synergy_HSA=-1.38. (6) Drug 1: C1=CC(=C2C(=C1NCCNCCO)C(=O)C3=C(C=CC(=C3C2=O)O)O)NCCNCCO. Drug 2: CCCCC(=O)OCC(=O)C1(CC(C2=C(C1)C(=C3C(=C2O)C(=O)C4=C(C3=O)C=CC=C4OC)O)OC5CC(C(C(O5)C)O)NC(=O)C(F)(F)F)O. Cell line: NCI/ADR-RES. Synergy scores: CSS=2.90, Synergy_ZIP=-2.11, Synergy_Bliss=-1.32, Synergy_Loewe=-0.0188, Synergy_HSA=-0.433. (7) Drug 1: CC(C1=C(C=CC(=C1Cl)F)Cl)OC2=C(N=CC(=C2)C3=CN(N=C3)C4CCNCC4)N. Drug 2: C1CC(C1)(C(=O)O)C(=O)O.[NH2-].[NH2-].[Pt+2]. Cell line: UO-31. Synergy scores: CSS=16.9, Synergy_ZIP=-3.84, Synergy_Bliss=2.21, Synergy_Loewe=4.43, Synergy_HSA=4.68. (8) Drug 1: C1CC(=O)NC(=O)C1N2CC3=C(C2=O)C=CC=C3N. Drug 2: CC(C)(C#N)C1=CC(=CC(=C1)CN2C=NC=N2)C(C)(C)C#N. Cell line: A498. Synergy scores: CSS=0.430, Synergy_ZIP=3.30, Synergy_Bliss=-2.99, Synergy_Loewe=-2.22, Synergy_HSA=-2.28. (9) Synergy scores: CSS=-0.696, Synergy_ZIP=4.24, Synergy_Bliss=8.63, Synergy_Loewe=1.08, Synergy_HSA=1.56. Drug 1: CS(=O)(=O)C1=CC(=C(C=C1)C(=O)NC2=CC(=C(C=C2)Cl)C3=CC=CC=N3)Cl. Cell line: SK-MEL-28. Drug 2: C1=CC(=CC=C1C#N)C(C2=CC=C(C=C2)C#N)N3C=NC=N3.